Predict the reactants needed to synthesize the given product. From a dataset of Full USPTO retrosynthesis dataset with 1.9M reactions from patents (1976-2016). (1) Given the product [Br:1][CH2:12][C:11]([C:7]1[CH:8]=[CH:9][CH:10]=[C:5]([C:4]([F:14])([F:15])[F:3])[CH:6]=1)=[O:13], predict the reactants needed to synthesize it. The reactants are: [Br:1]Br.[F:3][C:4]([F:15])([F:14])[C:5]1[CH:6]=[C:7]([C:11](=[O:13])[CH3:12])[CH:8]=[CH:9][CH:10]=1. (2) The reactants are: Cl.[NH:2]1[CH2:5][CH:4]([OH:6])[CH2:3]1.[C:7]([O:11][C:12]([N:14]1[CH2:19][CH2:18][CH:17]([CH2:20][O:21][C:22]2[CH:23]=[CH:24][C:25]([C:28]3[CH:33]=[CH:32][C:31]([CH2:34][C:35](O)=[O:36])=[CH:30][CH:29]=3)=[N:26][CH:27]=2)[CH2:16][CH2:15]1)=[O:13])([CH3:10])([CH3:9])[CH3:8]. Given the product [OH:6][CH:4]1[CH2:5][N:2]([C:35](=[O:36])[CH2:34][C:31]2[CH:32]=[CH:33][C:28]([C:25]3[N:26]=[CH:27][C:22]([O:21][CH2:20][CH:17]4[CH2:18][CH2:19][N:14]([C:12]([O:11][C:7]([CH3:9])([CH3:8])[CH3:10])=[O:13])[CH2:15][CH2:16]4)=[CH:23][CH:24]=3)=[CH:29][CH:30]=2)[CH2:3]1, predict the reactants needed to synthesize it. (3) Given the product [Br-:27].[OH:26][CH:23]1[CH2:24][CH2:25][N+:20]([CH3:19])([CH2:45][CH2:44][O:37][C:38]2[CH:43]=[CH:42][CH:41]=[CH:40][CH:39]=2)[CH2:21][CH2:22]1, predict the reactants needed to synthesize it. The reactants are: [Br-].O[C@@H]1CCC[N+](CC(=O)NC2C=CON=2)(C)C1.[CH3:19][N:20]1[CH2:25][CH2:24][CH:23]([OH:26])[CH2:22][CH2:21]1.[Br:27]CC(NC1C=CON=1)=O.[O:37]([CH2:44][CH2:45]Br)[C:38]1[CH:43]=[CH:42][CH:41]=[CH:40][CH:39]=1. (4) Given the product [F:19][C:14]([F:13])([F:18])[CH2:15][CH2:7][O:6][C:5]([N:65]1[CH2:64][CH2:63][N:62]([C:30](=[O:29])[CH2:31][NH:32][C:33]([C:35]2[CH:39]=[C:38]([O:40][CH2:41][C:42]([N:44]3[CH2:48][CH2:47][CH2:46][C@H:45]3[C:49](=[O:55])[NH:50][CH:51]3[CH2:54][CH2:53][CH2:52]3)=[O:43])[N:37]([C:56]3[CH:57]=[CH:58][CH:59]=[CH:60][CH:61]=3)[N:36]=2)=[O:34])[CH2:67][CH2:66]1)=[O:11], predict the reactants needed to synthesize it. The reactants are: ClC(Cl)(O[C:5](=[O:11])[O:6][C:7](Cl)(Cl)Cl)Cl.[F:13][C:14]([F:19])([F:18])[CH2:15]CO.CCN(C(C)C)C(C)C.[O:29]=[C:30]([N:62]1[CH2:67][CH2:66][NH:65][CH2:64][CH2:63]1)[CH2:31][NH:32][C:33]([C:35]1[CH:39]=[C:38]([O:40][CH2:41][C:42]([N:44]2[CH2:48][CH2:47][CH2:46][C@H:45]2[C:49](=[O:55])[NH:50][CH:51]2[CH2:54][CH2:53][CH2:52]2)=[O:43])[N:37]([C:56]2[CH:61]=[CH:60][CH:59]=[CH:58][CH:57]=2)[N:36]=1)=[O:34]. (5) Given the product [CH3:12][C:13]1([CH3:25])[C:22]2[C:17](=[CH:18][C:19]([Br:23])=[CH:20][CH:21]=2)[CH:16]=[CH:15][CH2:14]1, predict the reactants needed to synthesize it. The reactants are: CC1SC=CC=1.[Li]CCCC.[CH3:12][C:13]1([CH3:25])[C:22]2[C:17](=[CH:18][C:19]([Br:23])=[CH:20][CH:21]=2)[C:16](=O)[CH2:15][CH2:14]1. (6) Given the product [CH2:1]([C:6]1[CH:13]=[CH:12][C:9]([CH2:10][NH:11][C:25]([C:24]2[CH:28]=[CH:29][C:21]([C:18]3[S:19][CH:20]=[C:16]([CH2:15][N:55]([CH2:54][C:51]4[CH:52]=[CH:53][C:48]([O:47][CH2:46][C:45]([OH:56])=[O:44])=[CH:49][CH:50]=4)[C:36](=[O:37])[C:35]4[CH:39]=[CH:40][C:32]([C:31]([F:42])([F:41])[F:30])=[CH:33][CH:34]=4)[N:17]=3)=[CH:22][CH:23]=2)=[O:26])=[CH:8][CH:7]=1)[CH2:2][CH2:3][CH2:4][CH3:5], predict the reactants needed to synthesize it. The reactants are: [CH2:1]([C:6]1[CH:13]=[CH:12][C:9]([CH2:10][NH2:11])=[CH:8][CH:7]=1)[CH2:2][CH2:3][CH2:4][CH3:5].Cl[CH2:15][C:16]1[N:17]=[C:18]([C:21]2[CH:29]=[CH:28][C:24]([C:25](Cl)=[O:26])=[CH:23][CH:22]=2)[S:19][CH:20]=1.[F:30][C:31]([F:42])([F:41])[C:32]1[CH:40]=[CH:39][C:35]([C:36](Cl)=[O:37])=[CH:34][CH:33]=1.C[O:44][C:45](=[O:56])[CH2:46][O:47][C:48]1[CH:53]=[CH:52][C:51]([CH2:54][NH2:55])=[CH:50][CH:49]=1. (7) Given the product [NH2:1][C:2]1[N:3]=[C:4]([NH:17][CH:18]2[CH2:19][CH2:20][N:21]([S:24]([C:27]3[CH:28]=[CH:29][C:30]([C:31]4[O:38][CH2:37][CH2:36][N:32]=4)=[CH:33][CH:34]=3)(=[O:25])=[O:26])[CH2:22][CH2:23]2)[S:5][C:6]=1[C:7]([C:8]1[C:9]([F:15])=[CH:10][CH:11]=[CH:12][C:13]=1[F:14])=[O:16], predict the reactants needed to synthesize it. The reactants are: [NH2:1][C:2]1[N:3]=[C:4]([NH:17][CH:18]2[CH2:23][CH2:22][N:21]([S:24]([C:27]3[CH:34]=[CH:33][C:30]([C:31]#[N:32])=[CH:29][CH:28]=3)(=[O:26])=[O:25])[CH2:20][CH2:19]2)[S:5][C:6]=1[C:7](=[O:16])[C:8]1[C:13]([F:14])=[CH:12][CH:11]=[CH:10][C:9]=1[F:15].N[CH2:36][CH2:37][OH:38].